This data is from NCI-60 drug combinations with 297,098 pairs across 59 cell lines. The task is: Regression. Given two drug SMILES strings and cell line genomic features, predict the synergy score measuring deviation from expected non-interaction effect. (1) Drug 1: C(CC(=O)O)C(=O)CN.Cl. Drug 2: CC(C)NC(=O)C1=CC=C(C=C1)CNNC.Cl. Cell line: NCI-H522. Synergy scores: CSS=3.97, Synergy_ZIP=-5.97, Synergy_Bliss=-7.24, Synergy_Loewe=-5.63, Synergy_HSA=-5.32. (2) Drug 1: CC1C(C(CC(O1)OC2CC(OC(C2O)C)OC3=CC4=CC5=C(C(=O)C(C(C5)C(C(=O)C(C(C)O)O)OC)OC6CC(C(C(O6)C)O)OC7CC(C(C(O7)C)O)OC8CC(C(C(O8)C)O)(C)O)C(=C4C(=C3C)O)O)O)O. Drug 2: CC(C)CN1C=NC2=C1C3=CC=CC=C3N=C2N. Cell line: NCI/ADR-RES. Synergy scores: CSS=0.0815, Synergy_ZIP=-2.88, Synergy_Bliss=0.168, Synergy_Loewe=-5.42, Synergy_HSA=-2.34. (3) Drug 1: C1=CC(=CC=C1C#N)C(C2=CC=C(C=C2)C#N)N3C=NC=N3. Drug 2: C1=CC=C(C(=C1)C(C2=CC=C(C=C2)Cl)C(Cl)Cl)Cl. Cell line: UACC-257. Synergy scores: CSS=1.32, Synergy_ZIP=-0.919, Synergy_Bliss=-2.37, Synergy_Loewe=0.261, Synergy_HSA=-2.03. (4) Drug 1: C1=CC(=CC=C1CC(C(=O)O)N)N(CCCl)CCCl.Cl. Drug 2: C1=CC=C(C=C1)NC(=O)CCCCCCC(=O)NO. Cell line: EKVX. Synergy scores: CSS=6.17, Synergy_ZIP=-0.337, Synergy_Bliss=-0.402, Synergy_Loewe=-2.77, Synergy_HSA=-2.52. (5) Drug 2: C1C(C(OC1N2C=NC(=NC2=O)N)CO)O. Cell line: OVCAR3. Synergy scores: CSS=64.0, Synergy_ZIP=-2.32, Synergy_Bliss=-1.56, Synergy_Loewe=-13.0, Synergy_HSA=2.52. Drug 1: CC1C(C(=O)NC(C(=O)N2CCCC2C(=O)N(CC(=O)N(C(C(=O)O1)C(C)C)C)C)C(C)C)NC(=O)C3=C4C(=C(C=C3)C)OC5=C(C(=O)C(=C(C5=N4)C(=O)NC6C(OC(=O)C(N(C(=O)CN(C(=O)C7CCCN7C(=O)C(NC6=O)C(C)C)C)C)C(C)C)C)N)C. (6) Drug 1: COC1=C(C=C2C(=C1)N=CN=C2NC3=CC(=C(C=C3)F)Cl)OCCCN4CCOCC4. Drug 2: CC1C(C(CC(O1)OC2CC(CC3=C2C(=C4C(=C3O)C(=O)C5=C(C4=O)C(=CC=C5)OC)O)(C(=O)C)O)N)O.Cl. Cell line: MCF7. Synergy scores: CSS=34.7, Synergy_ZIP=-5.45, Synergy_Bliss=2.89, Synergy_Loewe=2.71, Synergy_HSA=3.63. (7) Drug 1: CCCS(=O)(=O)NC1=C(C(=C(C=C1)F)C(=O)C2=CNC3=C2C=C(C=N3)C4=CC=C(C=C4)Cl)F. Drug 2: COC1=CC(=CC(=C1O)OC)C2C3C(COC3=O)C(C4=CC5=C(C=C24)OCO5)OC6C(C(C7C(O6)COC(O7)C8=CC=CS8)O)O. Cell line: OVCAR-5. Synergy scores: CSS=-0.217, Synergy_ZIP=-4.83, Synergy_Bliss=-3.16, Synergy_Loewe=-24.0, Synergy_HSA=-8.16.